Predict the reactants needed to synthesize the given product. From a dataset of Full USPTO retrosynthesis dataset with 1.9M reactions from patents (1976-2016). Given the product [CH:26]1([NH:23][C:24](=[O:25])[N:2]([CH3:1])[CH2:3][C:4]2[CH:5]=[CH:6][C:7]([C:10]([N:12]3[CH2:18][C:17]4([CH3:20])[CH2:19][CH:13]3[CH2:14][C:15]([CH3:22])([CH3:21])[CH2:16]4)=[O:11])=[CH:8][CH:9]=2)[CH2:31][CH2:30][CH2:29][CH2:28][CH2:27]1, predict the reactants needed to synthesize it. The reactants are: [CH3:1][NH:2][CH2:3][C:4]1[CH:9]=[CH:8][C:7]([C:10]([N:12]2[CH2:18][C:17]3([CH3:20])[CH2:19][CH:13]2[CH2:14][C:15]([CH3:22])([CH3:21])[CH2:16]3)=[O:11])=[CH:6][CH:5]=1.[N:23]([CH:26]1[CH2:31][CH2:30][CH2:29][CH2:28][CH2:27]1)=[C:24]=[O:25].